This data is from Forward reaction prediction with 1.9M reactions from USPTO patents (1976-2016). The task is: Predict the product of the given reaction. (1) Given the reactants Br[C:2]1[CH:7]=[C:6]([CH2:8][N:9]2[C:17](=[O:18])[C:16]3[C:11](=[CH:12][CH:13]=[CH:14][CH:15]=3)[C:10]2=[O:19])[C:5]([F:20])=[CH:4][N:3]=1.[CH3:21][N:22]1[C:26](B2OC(C)(C)C(C)(C)O2)=[CH:25][C:24]([C:36]([F:39])([F:38])[F:37])=[N:23]1.C(=O)([O-])[O-].[K+].[K+], predict the reaction product. The product is: [F:20][C:5]1[C:6]([CH2:8][N:9]2[C:17](=[O:18])[C:16]3[C:11](=[CH:12][CH:13]=[CH:14][CH:15]=3)[C:10]2=[O:19])=[CH:7][C:2]([C:26]2[N:22]([CH3:21])[N:23]=[C:24]([C:36]([F:39])([F:38])[F:37])[CH:25]=2)=[N:3][CH:4]=1. (2) Given the reactants [C:1]([O:5][C:6](=[O:14])[NH:7][CH:8]1[CH2:13][CH2:12][NH:11][CH2:10][CH2:9]1)([CH3:4])([CH3:3])[CH3:2].[CH:15]([O:18][C:19]1[CH:20]=[C:21]([CH:24]=[C:25]([O:27][CH:28]([CH3:30])[CH3:29])[CH:26]=1)[CH:22]=O)([CH3:17])[CH3:16].C(O)(=O)C.C([BH3-])#N.[Na+], predict the reaction product. The product is: [C:1]([O:5][C:6](=[O:14])[NH:7][CH:8]1[CH2:13][CH2:12][N:11]([CH2:22][C:21]2[CH:24]=[C:25]([O:27][CH:28]([CH3:30])[CH3:29])[CH:26]=[C:19]([O:18][CH:15]([CH3:17])[CH3:16])[CH:20]=2)[CH2:10][CH2:9]1)([CH3:4])([CH3:2])[CH3:3]. (3) Given the reactants C(O[BH-](OC(=O)C)OC(=O)C)(=O)C.[Na+].[CH3:15][C:16]([Si:19]([CH3:31])([CH3:30])[O:20][CH2:21][C:22]1[CH:23]=[CH:24][C:25]([CH:28]=O)=[N:26][CH:27]=1)([CH3:18])[CH3:17].[N:32]1([C:38]2[C:43]([C:44]([O:46][CH:47]([CH3:49])[CH3:48])=[O:45])=[CH:42][CH:41]=[CH:40][N:39]=2)[CH2:37][CH2:36][NH:35][CH2:34][CH2:33]1, predict the reaction product. The product is: [CH3:15][C:16]([Si:19]([CH3:31])([CH3:30])[O:20][CH2:21][C:22]1[CH:23]=[CH:24][C:25]([CH2:28][N:35]2[CH2:36][CH2:37][N:32]([C:38]3[C:43]([C:44]([O:46][CH:47]([CH3:49])[CH3:48])=[O:45])=[CH:42][CH:41]=[CH:40][N:39]=3)[CH2:33][CH2:34]2)=[N:26][CH:27]=1)([CH3:18])[CH3:17]. (4) Given the reactants [F:1][C:2]1[CH:3]=[C:4]([C:9]2(O)[CH2:14][CH2:13][N:12](C(OC(C)(C)C)=O)[CH2:11][CH2:10]2)[CH:5]=[CH:6][C:7]=1[F:8], predict the reaction product. The product is: [F:1][C:2]1[CH:3]=[C:4]([C:9]2[CH2:14][CH2:13][NH:12][CH2:11][CH:10]=2)[CH:5]=[CH:6][C:7]=1[F:8]. (5) Given the reactants [CH2:1]([O:8][C:9](=[O:13])[CH2:10][CH2:11][OH:12])[C:2]1[CH:7]=[CH:6][CH:5]=[CH:4][CH:3]=1.N1C=CC=CC=1.[S:20](O[S:20]([C:23]([F:26])([F:25])[F:24])(=[O:22])=[O:21])([C:23]([F:26])([F:25])[F:24])(=[O:22])=[O:21], predict the reaction product. The product is: [CH2:1]([O:8][C:9](=[O:13])[CH2:10][CH2:11][O:12][S:20]([C:23]([F:26])([F:25])[F:24])(=[O:22])=[O:21])[C:2]1[CH:7]=[CH:6][CH:5]=[CH:4][CH:3]=1. (6) Given the reactants [CH:1]1([CH:7]([NH:24][C:25]2[CH:30]=[CH:29][C:28]([C:31]([N:33]([CH3:41])[CH2:34][CH2:35][C:36]([O:38]CC)=[O:37])=[O:32])=[CH:27][CH:26]=2)[C:8]2[O:9][C:10]3[CH:17]=[CH:16][C:15]([O:18][CH2:19][CH2:20][CH2:21][S:22][CH3:23])=[CH:14][C:11]=3[C:12]=2[CH3:13])[CH2:6][CH2:5][CH2:4][CH2:3][CH2:2]1.[OH-].[Na+], predict the reaction product. The product is: [CH:1]1([CH:7]([NH:24][C:25]2[CH:30]=[CH:29][C:28]([C:31]([N:33]([CH3:41])[CH2:34][CH2:35][C:36]([OH:38])=[O:37])=[O:32])=[CH:27][CH:26]=2)[C:8]2[O:9][C:10]3[CH:17]=[CH:16][C:15]([O:18][CH2:19][CH2:20][CH2:21][S:22][CH3:23])=[CH:14][C:11]=3[C:12]=2[CH3:13])[CH2:6][CH2:5][CH2:4][CH2:3][CH2:2]1. (7) Given the reactants [CH3:1][O:2][C:3]1[CH:12]=[C:11]2[C:6]([C:7]([C:20]3[CH:25]=[CH:24][C:23]([O:26][CH3:27])=[CH:22][CH:21]=3)=[N:8][N:9]=[C:10]2[NH:13][CH:14]2[CH2:19][CH2:18][NH:17][CH2:16][CH2:15]2)=[CH:5][CH:4]=1.[CH3:28][N:29]1[CH2:33][CH2:32][CH2:31][CH:30]1[CH2:34][CH2:35][O:36][C:37]1[CH:44]=[CH:43][C:40]([CH:41]=O)=[CH:39][CH:38]=1.C(O[BH-](OC(=O)C)OC(=O)C)(=O)C.[Na+].[OH-].[Na+].[Cl:61]CCCl, predict the reaction product. The product is: [ClH:61].[ClH:61].[ClH:61].[CH3:1][O:2][C:3]1[CH:12]=[C:11]2[C:6]([C:7]([C:20]3[CH:25]=[CH:24][C:23]([O:26][CH3:27])=[CH:22][CH:21]=3)=[N:8][N:9]=[C:10]2[NH:13][CH:14]2[CH2:15][CH2:16][N:17]([CH2:41][C:40]3[CH:39]=[CH:38][C:37]([O:36][CH2:35][CH2:34][CH:30]4[CH2:31][CH2:32][CH2:33][N:29]4[CH3:28])=[CH:44][CH:43]=3)[CH2:18][CH2:19]2)=[CH:5][CH:4]=1. (8) Given the reactants [N:1]([C@H:4]1[CH2:9][CH2:8][C@H:7]([C:10]([O:12][CH3:13])=[O:11])[C@H:6]([O:14][CH3:15])[CH2:5]1)=[N+]=[N-].[C:16]([O:20][C:21](O[C:21]([O:20][C:16]([CH3:19])([CH3:18])[CH3:17])=[O:22])=[O:22])([CH3:19])([CH3:18])[CH3:17].[H][H], predict the reaction product. The product is: [C:16]([O:20][C:21]([NH:1][C@H:4]1[CH2:9][CH2:8][C@H:7]([C:10]([O:12][CH3:13])=[O:11])[C@H:6]([O:14][CH3:15])[CH2:5]1)=[O:22])([CH3:19])([CH3:18])[CH3:17]. (9) Given the reactants [CH3:1][O:2][C:3](=[O:22])[C:4]1[C:5](=[CH:10][C:11]([O:14][C:15]2[CH:20]=[CH:19][CH:18]=[CH:17][C:16]=2[NH2:21])=[CH:12][CH:13]=1)[C:6]([O:8][CH3:9])=[O:7].[F:23][C:24]1[CH:25]=[C:26]([CH:30]=[CH:31][CH:32]=1)[C:27](Cl)=[O:28], predict the reaction product. The product is: [CH3:1][O:2][C:3](=[O:22])[C:4]1[C:5](=[CH:10][C:11]([O:14][C:15]2[CH:20]=[CH:19][CH:18]=[CH:17][C:16]=2[NH:21][C:27](=[O:28])[C:26]2[CH:30]=[CH:31][CH:32]=[C:24]([F:23])[CH:25]=2)=[CH:12][CH:13]=1)[C:6]([O:8][CH3:9])=[O:7].